Dataset: Peptide-MHC class I binding affinity with 185,985 pairs from IEDB/IMGT. Task: Regression. Given a peptide amino acid sequence and an MHC pseudo amino acid sequence, predict their binding affinity value. This is MHC class I binding data. (1) The peptide sequence is FYAYLRKHF. The MHC is HLA-A26:01 with pseudo-sequence HLA-A26:01. The binding affinity (normalized) is 0. (2) The peptide sequence is YNYSLSAAV. The MHC is HLA-A02:02 with pseudo-sequence HLA-A02:02. The binding affinity (normalized) is 0.596. (3) The peptide sequence is SKLRALLTL. The MHC is HLA-A26:01 with pseudo-sequence HLA-A26:01. The binding affinity (normalized) is 0.0847. (4) The peptide sequence is IPLTEEAEL. The MHC is HLA-B15:03 with pseudo-sequence HLA-B15:03. The binding affinity (normalized) is 0. (5) The peptide sequence is VAVVTSLL. The MHC is H-2-Kb with pseudo-sequence H-2-Kb. The binding affinity (normalized) is 0.511. (6) The peptide sequence is VLDMFRTAF. The MHC is HLA-A24:02 with pseudo-sequence HLA-A24:02. The binding affinity (normalized) is 0.356. (7) The peptide sequence is KLAEAIFKL. The MHC is HLA-A02:03 with pseudo-sequence HLA-A02:03. The binding affinity (normalized) is 0.800. (8) The peptide sequence is DIRQDVIAM. The MHC is HLA-B15:17 with pseudo-sequence HLA-B15:17. The binding affinity (normalized) is 0.0847. (9) The peptide sequence is HQRRLVKLLL. The MHC is HLA-A02:01 with pseudo-sequence HLA-A02:01. The binding affinity (normalized) is 0.377.